This data is from Forward reaction prediction with 1.9M reactions from USPTO patents (1976-2016). The task is: Predict the product of the given reaction. (1) Given the reactants [NH2:1][CH2:2][C@H:3]1[N:8]([C:9]([C:11]2[N:12]=[C:13]([CH3:23])[S:14][C:15]=2[C:16]2[CH:17]=[C:18]([CH3:22])[CH:19]=[CH:20][CH:21]=2)=[O:10])[CH2:7][C@H:6]2[C@@H:4]1[CH2:5]2.[F:24][C:25]([F:38])([F:37])[C:26]1[N:27]=[C:28]2[N:32]([C:33]=1[C:34](O)=[O:35])[CH:31]=[CH:30][S:29]2, predict the reaction product. The product is: [CH3:23][C:13]1[S:14][C:15]([C:16]2[CH:17]=[C:18]([CH3:22])[CH:19]=[CH:20][CH:21]=2)=[C:11]([C:9]([N:8]2[CH2:7][C@H:6]3[C@H:4]([CH2:5]3)[C@H:3]2[CH2:2][NH:1][C:34]([C:33]2[N:32]3[C:28]([S:29][CH:30]=[CH:31]3)=[N:27][C:26]=2[C:25]([F:37])([F:24])[F:38])=[O:35])=[O:10])[N:12]=1. (2) Given the reactants C([N:3]([CH2:26][CH2:27][C:28]1[CH:33]=[CH:32][CH:31]=[CH:30][N:29]=1)[C:4]1[CH:9]=[CH:8][C:7]([NH:10][C:11]([C:13]2[C:14]([C:19]3[CH:24]=[CH:23][C:22]([CH3:25])=[CH:21][CH:20]=3)=[CH:15][CH:16]=[CH:17][CH:18]=2)=[O:12])=[CH:6][CH:5]=1)=O.[ClH:34], predict the reaction product. The product is: [ClH:34].[ClH:34].[CH3:25][C:22]1[CH:23]=[CH:24][C:19]([C:14]2[C:13]([C:11]([NH:10][C:7]3[CH:8]=[CH:9][C:4]([NH:3][CH2:26][CH2:27][C:28]4[CH:33]=[CH:32][CH:31]=[CH:30][N:29]=4)=[CH:5][CH:6]=3)=[O:12])=[CH:18][CH:17]=[CH:16][CH:15]=2)=[CH:20][CH:21]=1. (3) Given the reactants [CH3:1][C:2]1[N:6]=[C:5]([CH3:7])[S:4][C:3]=1/[CH:8]=[CH:9]/[C:10](N(C)C)=O.[CH3:15][C:16]1[CH:21]=[C:20]([N:22]2[CH2:27][CH2:26][O:25][CH2:24][CH2:23]2)[CH:19]=[CH:18][C:17]=1[NH:28][C:29]([NH2:31])=[NH:30].CC#N, predict the reaction product. The product is: [CH3:7][C:5]1[S:4][C:3]([C:8]2[CH:9]=[CH:10][N:31]=[C:29]([NH:28][C:17]3[CH:18]=[CH:19][C:20]([N:22]4[CH2:23][CH2:24][O:25][CH2:26][CH2:27]4)=[CH:21][C:16]=3[CH3:15])[N:30]=2)=[C:2]([CH3:1])[N:6]=1.